From a dataset of Full USPTO retrosynthesis dataset with 1.9M reactions from patents (1976-2016). Predict the reactants needed to synthesize the given product. (1) Given the product [Cl:53][C:38]1[CH:37]=[CH:36][CH:35]=[CH:34][C:39]=1[C:22]1[CH:23]=[CH:24][CH:19]=[C:20]([N:25]2[CH:46]=[C:44]([C:58]([NH2:56])=[O:59])[CH:45]=[N:26]2)[CH:21]=1, predict the reactants needed to synthesize it. The reactants are: C1CN([P+](ON2[N:26]=[N:25][C:20]3[CH:21]=[CH:22][CH:23]=[CH:24][C:19]2=3)(N2CCCC2)N2CCCC2)CC1.F[P-](F)(F)(F)(F)F.[CH:34]1[CH:35]=[CH:36][C:37]2N(O)N=N[C:38]=2[CH:39]=1.[CH:44](N(CC)C(C)C)([CH3:46])[CH3:45].[Cl-:53].[NH4+].C[N:56]([CH:58]=[O:59])C. (2) Given the product [CH3:1][NH:2][C:9](=[O:10])[C:8]1[CH:12]=[CH:13][CH:14]=[C:6]([N+:3]([O-:5])=[O:4])[CH:7]=1, predict the reactants needed to synthesize it. The reactants are: [CH3:1][NH2:2].[N+:3]([C:6]1[CH:7]=[C:8]([CH:12]=[CH:13][CH:14]=1)[C:9](Cl)=[O:10])([O-:5])=[O:4]. (3) Given the product [CH3:1][O:2][C:3](=[O:29])[NH:4][C:5]1[S:6][C:7]2[C:13]([C:14]3[N:15]=[C:16]([NH2:19])[NH:17][CH:18]=3)=[CH:12][CH:11]=[C:10]([O:27][CH3:28])[C:8]=2[N:9]=1, predict the reactants needed to synthesize it. The reactants are: [CH3:1][O:2][C:3](=[O:29])[NH:4][C:5]1[S:6][C:7]2[C:13]([C:14]3[N:15]=[C:16]([NH:19]C(OC(C)(C)C)=O)[NH:17][CH:18]=3)=[CH:12][CH:11]=[C:10]([O:27][CH3:28])[C:8]=2[N:9]=1. (4) Given the product [CH2:1]([O:3][C:4](=[O:21])[C:5]1[CH:10]=[CH:9][CH:8]=[C:7]([O:11][C:12]2[CH:17]=[CH:16][C:15]([F:18])=[CH:14][CH:13]=2)[C:6]=1[CH2:19][N:26]([CH2:25][C:24]([O:23][CH3:22])=[O:37])[S:27]([C:30]1[CH:31]=[CH:32][C:33]([CH3:36])=[CH:34][CH:35]=1)(=[O:29])=[O:28])[CH3:2], predict the reactants needed to synthesize it. The reactants are: [CH2:1]([O:3][C:4](=[O:21])[C:5]1[CH:10]=[CH:9][CH:8]=[C:7]([O:11][C:12]2[CH:17]=[CH:16][C:15]([F:18])=[CH:14][CH:13]=2)[C:6]=1[CH2:19]Br)[CH3:2].[CH3:22][O:23][C:24](=[O:37])[CH2:25][NH:26][S:27]([C:30]1[CH:35]=[CH:34][C:33]([CH3:36])=[CH:32][CH:31]=1)(=[O:29])=[O:28].[I-].[Na+].C(=O)([O-])[O-].[K+].[K+]. (5) Given the product [CH3:24][O:23][C:13]1[CH:12]=[C:11]([NH:10][C:4]2[N:5]=[C:6]([O:8][CH3:9])[N:7]=[C:2]([N:25]3[CH2:30][CH2:29][CH2:28][CH2:27][CH2:26]3)[N:3]=2)[CH:16]=[CH:15][C:14]=1[N:17]1[CH:21]=[C:20]([CH3:22])[N:19]=[CH:18]1, predict the reactants needed to synthesize it. The reactants are: Cl[C:2]1[N:7]=[C:6]([O:8][CH3:9])[N:5]=[C:4]([NH:10][C:11]2[CH:16]=[CH:15][C:14]([N:17]3[CH:21]=[C:20]([CH3:22])[N:19]=[CH:18]3)=[C:13]([O:23][CH3:24])[CH:12]=2)[N:3]=1.[NH:25]1[CH2:30][CH2:29][CH2:28][CH2:27][CH2:26]1. (6) Given the product [C:11]([O:17][C:18]1[CH:23]=[CH:22][C:21]([S:24](=[O:26])(=[O:25])[NH:28][C:6]2[CH:7]=[CH:8][CH:9]=[CH:10][C:5]=2[C:3](=[O:4])[CH3:2])=[CH:20][CH:19]=1)(=[O:16])[C:12]([CH3:15])([CH3:14])[CH3:13], predict the reactants needed to synthesize it. The reactants are: N[CH2:2][C:3]([C:5]1[CH:10]=[CH:9][CH:8]=[CH:7][CH:6]=1)=[O:4].[C:11]([O:17][C:18]1[CH:23]=[CH:22][C:21]([S:24](Cl)(=[O:26])=[O:25])=[CH:20][CH:19]=1)(=[O:16])[C:12]([CH3:15])([CH3:14])[CH3:13].[N:28]1C=CC=CC=1. (7) Given the product [C:26]([O:30][C:31](=[O:43])[NH:32][C:33]1([C:41]#[C:42][C:2]2[CH:3]=[CH:4][C:5]([O:17][CH2:18][CH2:19][CH2:20][CH2:21][CH2:22][CH2:23][CH2:24][CH3:25])=[C:6]([CH2:7][O:8][Si:9]([C:12]([CH3:15])([CH3:14])[CH3:13])([CH3:11])[CH3:10])[CH:16]=2)[CH2:38][O:37][C:36]([CH3:40])([CH3:39])[O:35][CH2:34]1)([CH3:29])([CH3:28])[CH3:27], predict the reactants needed to synthesize it. The reactants are: Br[C:2]1[CH:3]=[CH:4][C:5]([O:17][CH2:18][CH2:19][CH2:20][CH2:21][CH2:22][CH2:23][CH2:24][CH3:25])=[C:6]([CH:16]=1)[CH2:7][O:8][Si:9]([C:12]([CH3:15])([CH3:14])[CH3:13])([CH3:11])[CH3:10].[C:26]([O:30][C:31](=[O:43])[NH:32][C:33]1([C:41]#[CH:42])[CH2:38][O:37][C:36]([CH3:40])([CH3:39])[O:35][CH2:34]1)([CH3:29])([CH3:28])[CH3:27].C(=O)([O-])[O-].[Cs+].[Cs+]. (8) The reactants are: Cl.[N+:2]([C:5]1[CH:12]=[CH:11][C:8]([CH2:9][NH2:10])=[CH:7][CH:6]=1)([O-:4])=[O:3].[CH3:13][C:14]([O:17][C:18](O[C:18]([O:17][C:14]([CH3:16])([CH3:15])[CH3:13])=[O:19])=[O:19])([CH3:16])[CH3:15]. Given the product [N+:2]([C:5]1[CH:6]=[CH:7][C:8]([CH2:9][NH:10][C:18](=[O:19])[O:17][C:14]([CH3:16])([CH3:15])[CH3:13])=[CH:11][CH:12]=1)([O-:4])=[O:3], predict the reactants needed to synthesize it.